Predict the reactants needed to synthesize the given product. From a dataset of Full USPTO retrosynthesis dataset with 1.9M reactions from patents (1976-2016). (1) Given the product [CH:35]1([C:38]2[C:39]([O:52][C@@H:53]3[CH2:58][CH2:57][CH2:56][N:55]([C:59]4[CH:64]=[CH:63][CH:62]=[CH:61][N:60]=4)[CH2:54]3)=[CH:40][C:41]([F:51])=[C:42]([CH:50]=2)[C:43]([OH:45])=[O:44])[CH2:37][CH2:36]1, predict the reactants needed to synthesize it. The reactants are: ClC1C=C(F)C=CC=1COC1CCN(CC2C(C3CC3)=CC(C(OC(C)(C)C)=O)=C(F)C=2)CC1.[CH:35]1([C:38]2[C:39]([O:52][C@@H:53]3[CH2:58][CH2:57][CH2:56][N:55]([C:59]4[CH:64]=[CH:63][CH:62]=[CH:61][N:60]=4)[CH2:54]3)=[CH:40][C:41]([F:51])=[C:42]([CH:50]=2)[C:43]([O:45]C(C)(C)C)=[O:44])[CH2:37][CH2:36]1. (2) Given the product [C:23]([CH2:25][C:26]1[C:27]([CH3:35])=[C:28]([NH:29][C:17]([C:13]2[S:14][CH:15]=[CH:16][C:12]=2[S:9]([N:8]([C:5]2[O:4][N:3]=[C:2]([CH3:1])[C:6]=2[CH3:7])[CH2:20][O:21][CH3:22])(=[O:11])=[O:10])=[O:18])[C:30]([CH3:34])=[CH:31][C:32]=1[CH3:33])#[N:24], predict the reactants needed to synthesize it. The reactants are: [CH3:1][C:2]1[C:6]([CH3:7])=[C:5]([N:8]([CH2:20][O:21][CH3:22])[S:9]([C:12]2[CH:16]=[CH:15][S:14][C:13]=2[C:17](Cl)=[O:18])(=[O:11])=[O:10])[O:4][N:3]=1.[C:23]([CH2:25][C:26]1[C:27]([CH3:35])=[C:28]([C:30]([CH3:34])=[CH:31][C:32]=1[CH3:33])[NH2:29])#[N:24].C(N(CC)CC)C.O. (3) Given the product [CH2:27]([NH:34][C:35]([C:37]1[S:41][C:40]([N:13]2[CH:12]=[CH:11][C:10]3[C:15](=[CH:16][CH:17]=[CH:18][C:9]=3[O:8][CH2:1][C:2]3[CH:3]=[CH:4][CH:5]=[CH:6][CH:7]=3)[C:14]2=[O:26])=[N:39][C:38]=1[CH3:43])=[O:36])[C:28]1[CH:33]=[CH:32][CH:31]=[CH:30][CH:29]=1, predict the reactants needed to synthesize it. The reactants are: [CH2:1]([O:8][C:9]1[CH:18]=[CH:17][CH:16]=[C:15]2[C:10]=1[CH:11]=[CH:12][N:13]=[CH:14]2)[C:2]1[CH:7]=[CH:6][CH:5]=[CH:4][CH:3]=1.NC1C=CNC(=[O:26])C=1.[CH2:27]([NH:34][C:35]([C:37]1[S:41][C:40](Br)=[N:39][C:38]=1[CH3:43])=[O:36])[C:28]1[CH:33]=[CH:32][CH:31]=[CH:30][CH:29]=1.